This data is from Full USPTO retrosynthesis dataset with 1.9M reactions from patents (1976-2016). The task is: Predict the reactants needed to synthesize the given product. (1) Given the product [CH:1]1([CH:4]([C:11]2[CH:16]=[CH:15][N:14]=[C:13]([OH:17])[CH:12]=2)[CH2:5][C:6]([O:8][CH2:9][CH3:10])=[O:7])[CH2:3][CH2:2]1, predict the reactants needed to synthesize it. The reactants are: [CH:1]1([CH:4]([C:11]2[CH:16]=[CH:15][N:14]=[C:13]([O:17]C)[CH:12]=2)[CH2:5][C:6]([O:8][CH2:9][CH3:10])=[O:7])[CH2:3][CH2:2]1.[Cl-].[NH+]1C=CC=CC=1.C(OCC)(=O)C. (2) Given the product [CH3:20][O:19][C:17](=[O:18])[CH2:16][C:7]1[C:8]([CH3:15])=[C:9]([C:12]([N:31]2[CH2:30][CH2:29][N:28]([C:25]3[CH:24]=[CH:23][C:22]([F:21])=[CH:27][CH:26]=3)[CH2:33][CH2:32]2)=[O:14])[C:10]2[C:5](=[CH:4][CH:3]=[C:2]([F:1])[CH:11]=2)[CH:6]=1, predict the reactants needed to synthesize it. The reactants are: [F:1][C:2]1[CH:11]=[C:10]2[C:5]([CH:6]=[C:7]([CH2:16][C:17]([O:19][CH3:20])=[O:18])[C:8]([CH3:15])=[C:9]2[C:12]([OH:14])=O)=[CH:4][CH:3]=1.[F:21][C:22]1[CH:27]=[CH:26][C:25]([N:28]2[CH2:33][CH2:32][NH:31][CH2:30][CH2:29]2)=[CH:24][CH:23]=1.F[P-](F)(F)(F)(F)F.Br[P+](N1CCCC1)(N1CCCC1)N1CCCC1.C(N(CC)C(C)C)(C)C. (3) Given the product [Cl:1][C:2]1[CH:7]=[CH:6][C:5]([S:8]([NH:11][CH:12]2[CH2:15][CH2:14][CH2:13]2)(=[O:10])=[O:9])=[CH:4][C:3]=1[NH:16][C:17]1[S:18]/[C:19](=[CH:47]\[C:30]2[CH:31]=[C:32]3[C:27](=[CH:28][CH:29]=2)[N:26]=[CH:24][CH:44]=[CH:43]3)/[C:20](=[O:22])[N:21]=1, predict the reactants needed to synthesize it. The reactants are: [Cl:1][C:2]1[CH:7]=[CH:6][C:5]([S:8]([NH:11][CH:12]2[CH2:15][CH2:14][CH2:13]2)(=[O:10])=[O:9])=[CH:4][C:3]=1[NH:16][C:17]1[S:18][CH2:19][C:20](=[O:22])[N:21]=1.N[C:24]([NH:26][C:27]1[CH:28]=[C:29](S(NC2CCC2)(=O)=O)[CH:30]=[CH:31][C:32]=1Cl)=S.Cl[CH2:43][C:44](O)=O.[C:47]([O-])(=O)C.[Na+]. (4) The reactants are: Cl[CH2:2][CH2:3][C:4]([NH:6][C:7]1[CH:12]=[CH:11][CH:10]=[CH:9][C:8]=1[OH:13])=[O:5].[Cl-].[Al+3].[Cl-].[Cl-]. Given the product [OH:13][C:8]1[CH:9]=[CH:10][CH:11]=[C:12]2[C:7]=1[NH:6][C:4](=[O:5])[CH2:3][CH2:2]2, predict the reactants needed to synthesize it. (5) Given the product [Br:1][C:2]1[CH:7]=[CH:6][C:5]([CH2:8][NH:9][S:27]([CH2:26][C:20]2[CH:25]=[CH:24][CH:23]=[CH:22][CH:21]=2)(=[O:29])=[O:28])=[C:4]([F:10])[CH:3]=1, predict the reactants needed to synthesize it. The reactants are: [Br:1][C:2]1[CH:7]=[CH:6][C:5]([CH2:8][NH2:9])=[C:4]([F:10])[CH:3]=1.C(N(CC)C(C)C)(C)C.[C:20]1([CH2:26][S:27](Cl)(=[O:29])=[O:28])[CH:25]=[CH:24][CH:23]=[CH:22][CH:21]=1. (6) Given the product [C:2]1([C@@H:8]2[CH2:12][N:11]([CH2:13][C:14]([F:15])([F:16])[F:17])[CH2:10][C@H:9]2[NH:18][C:31]([NH:30][C:29]2[N:25]([C:19]3[CH:20]=[CH:21][CH:22]=[CH:23][CH:24]=3)[N:26]=[C:27]3[CH2:42][CH2:41][CH2:40][C:28]=23)=[O:32])[CH:3]=[CH:4][CH:5]=[CH:6][CH:7]=1, predict the reactants needed to synthesize it. The reactants are: Cl.[C:2]1([C@@H:8]2[CH2:12][N:11]([CH2:13][C:14]([F:17])([F:16])[F:15])[CH2:10][C@H:9]2[NH2:18])[CH:7]=[CH:6][CH:5]=[CH:4][CH:3]=1.[C:19]1([N:25]2[C:29]([NH:30][C:31](=O)[O:32]C3C=CC=CC=3)=[C:28]3[CH2:40][CH2:41][CH2:42][C:27]3=[N:26]2)[CH:24]=[CH:23][CH:22]=[CH:21][CH:20]=1.CCN(C(C)C)C(C)C. (7) Given the product [F:19][C:16]1[CH:17]=[N:18][C:11]2[N:10]([C:20]3[CH:21]=[C:22]([C:26]4[CH:31]=[CH:30][C:29]([OH:32])=[CH:28][C:27]=4[CH2:33][N:34]4[CH2:39][CH2:38][O:37][CH2:36][CH2:35]4)[CH:23]=[CH:24][CH:25]=3)[C:9](=[O:40])[N:8]([C@H:5]3[CH2:6][CH2:7][C@@H:2]([NH:1][CH2:47][C:45]4[C:44]([C:49]5[CH:54]=[CH:53][CH:52]=[CH:51][CH:50]=5)=[N:43][N:42]([CH3:41])[CH:46]=4)[CH2:3][CH2:4]3)[C:13](=[O:14])[C:12]=2[CH:15]=1, predict the reactants needed to synthesize it. The reactants are: [NH2:1][C@@H:2]1[CH2:7][CH2:6][C@H:5]([N:8]2[C:13](=[O:14])[C:12]3[CH:15]=[C:16]([F:19])[CH:17]=[N:18][C:11]=3[N:10]([C:20]3[CH:21]=[C:22]([C:26]4[CH:31]=[CH:30][C:29]([OH:32])=[CH:28][C:27]=4[CH2:33][N:34]4[CH2:39][CH2:38][O:37][CH2:36][CH2:35]4)[CH:23]=[CH:24][CH:25]=3)[C:9]2=[O:40])[CH2:4][CH2:3]1.[CH3:41][N:42]1[CH:46]=[C:45]([CH:47]=O)[C:44]([C:49]2[CH:54]=[CH:53][CH:52]=[CH:51][CH:50]=2)=[N:43]1.CN1C(=O)CCC1.C(O[BH-](OC(=O)C)OC(=O)C)(=O)C.[Na+].